This data is from Peptide-MHC class II binding affinity with 134,281 pairs from IEDB. The task is: Regression. Given a peptide amino acid sequence and an MHC pseudo amino acid sequence, predict their binding affinity value. This is MHC class II binding data. (1) The binding affinity (normalized) is 0.389. The MHC is DRB1_1501 with pseudo-sequence DRB1_1501. The peptide sequence is MLWHAMPPELNTARL. (2) The peptide sequence is PARLFKAFVLDSDNL. The MHC is DRB1_0901 with pseudo-sequence DRB1_0901. The binding affinity (normalized) is 0.621. (3) The peptide sequence is ENALSLLDKIYTSPLC. The MHC is HLA-DPA10201-DPB11401 with pseudo-sequence HLA-DPA10201-DPB11401. The binding affinity (normalized) is 0.148. (4) The peptide sequence is LSPILFECLIHPMLG. The MHC is DRB1_1302 with pseudo-sequence DRB1_1302. The binding affinity (normalized) is 0.532. (5) The peptide sequence is SQDLELSWNLNGLQKY. The MHC is HLA-DQA10301-DQB10302 with pseudo-sequence HLA-DQA10301-DQB10302. The binding affinity (normalized) is 0.307. (6) The peptide sequence is QNSITIERMVLSAFD. The MHC is DRB1_0404 with pseudo-sequence DRB1_0404. The binding affinity (normalized) is 0.516. (7) The peptide sequence is GNTPIFKSGRGCGSC. The MHC is DRB1_0301 with pseudo-sequence DRB1_0301. The binding affinity (normalized) is 0.0997.